This data is from Forward reaction prediction with 1.9M reactions from USPTO patents (1976-2016). The task is: Predict the product of the given reaction. (1) The product is: [Cl:28][C:11]1[CH:10]=[CH:9][NH:8][C:29](=[O:30])[C:41]=1[C:43]1[NH:24][C:17]2[C:18]([N:23]=1)=[CH:19][C:20]1[C:21](=[O:22])[N:13]([CH2:12][CH:10]3[CH2:11][N:8]([CH3:6])[CH2:9]3)[C:14](=[O:27])[C:15]=1[CH:16]=2. Given the reactants C(O[C:6]([N:8]1[CH2:11][CH:10]([CH2:12][N:13]2[C:21](=[O:22])[C:20]3[C:15](=[CH:16][C:17]([N+:24]([O-])=O)=[C:18]([NH2:23])[CH:19]=3)[C:14]2=[O:27])[CH2:9]1)=O)(C)(C)C.[ClH:28].[CH2:29]=[O:30].[BH-](O[C:41]([CH3:43])=O)(OC(C)=O)OC(C)=O.[Na+], predict the reaction product. (2) Given the reactants [Cl:1][C:2]1[CH:22]=[CH:21][C:5]([CH2:6][S:7](/[CH:10]=[CH:11]/[C:12]2[CH:20]=[CH:19][C:15]([C:16]([OH:18])=[O:17])=[CH:14][CH:13]=2)(=[O:9])=[O:8])=[CH:4][CH:3]=1, predict the reaction product. The product is: [Cl:1][C:2]1[CH:3]=[CH:4][C:5]([CH2:6][S:7]([CH2:10][CH2:11][C:12]2[CH:13]=[CH:14][C:15]([C:16]([OH:18])=[O:17])=[CH:19][CH:20]=2)(=[O:9])=[O:8])=[CH:21][CH:22]=1. (3) The product is: [CH2:33]([O:32][C:30](=[O:31])[CH2:29][NH:27][C:10]1[C:9]([O:8][CH2:1][C:2]2[CH:3]=[CH:4][CH:5]=[CH:6][CH:7]=2)=[CH:18][C:17]2[C:12](=[CH:13][CH:14]=[C:15]([O:19][CH2:20][C:21]3[CH:26]=[CH:25][CH:24]=[CH:23][CH:22]=3)[CH:16]=2)[CH:11]=1)[CH3:34]. Given the reactants [CH2:1]([O:8][C:9]1[C:10]([NH2:27])=[CH:11][C:12]2[C:17]([CH:18]=1)=[CH:16][C:15]([O:19][CH2:20][C:21]1[CH:26]=[CH:25][CH:24]=[CH:23][CH:22]=1)=[CH:14][CH:13]=2)[C:2]1[CH:7]=[CH:6][CH:5]=[CH:4][CH:3]=1.Br[CH2:29][C:30]([O:32][CH2:33][CH3:34])=[O:31].C(=O)([O-])[O-].[K+].[K+].Cl, predict the reaction product. (4) Given the reactants [O:1]=[C:2]1[CH2:6][CH2:5][C@:4]([C:11]2[CH:16]=[CH:15][CH:14]=[CH:13][CH:12]=2)([C:7]([O:9][CH3:10])=[O:8])[CH2:3]1.C1COCC1.C[Si]([N-][Si](C)(C)C)(C)C.[Na+].ClC1C=CC(N([S:40]([C:43]([F:46])([F:45])[F:44])(=[O:42])=[O:41])[S:40]([C:43]([F:46])([F:45])[F:44])(=[O:42])=[O:41])=NC=1, predict the reaction product. The product is: [C:11]1([C@:4]2([C:7]([O:9][CH3:10])=[O:8])[CH2:5][CH2:6][C:2]([O:1][S:40]([C:43]([F:46])([F:45])[F:44])(=[O:42])=[O:41])=[CH:3]2)[CH:12]=[CH:13][CH:14]=[CH:15][CH:16]=1. (5) Given the reactants [C:1]([NH:9][C:10]1[N:18]=[C:17]2[C:13]([N:14]=[CH:15][N:16]2[C@H:19]2[C@H:24]3[C@H:25]([OH:26])[C@:21]([CH2:27][OH:28])([CH2:22][O:23]3)[O:20]2)=[C:12]([NH:29][C:30](=[O:37])[C:31]2[CH:36]=[CH:35][CH:34]=[CH:33][CH:32]=2)[N:11]=1)(=[O:8])[C:2]1[CH:7]=[CH:6][CH:5]=[CH:4][CH:3]=1.N1C=CC=CC=1.[C:44](Cl)([C:61]1[CH:66]=[CH:65][CH:64]=[CH:63][CH:62]=1)([C:53]1[CH:60]=[CH:59][C:56]([O:57][CH3:58])=[CH:55][CH:54]=1)[C:45]1[CH:52]=[CH:51][C:48]([O:49][CH3:50])=[CH:47][CH:46]=1, predict the reaction product. The product is: [C:1]([NH:9][C:10]1[N:18]=[C:17]2[C:13]([N:14]=[CH:15][N:16]2[C@H:19]2[C@H:24]3[C@H:25]([OH:26])[C@:21]([CH2:27][O:28][C:44]([C:61]4[CH:66]=[CH:65][CH:64]=[CH:63][CH:62]=4)([C:53]4[CH:60]=[CH:59][C:56]([O:57][CH3:58])=[CH:55][CH:54]=4)[C:45]4[CH:46]=[CH:47][C:48]([O:49][CH3:50])=[CH:51][CH:52]=4)([CH2:22][O:23]3)[O:20]2)=[C:12]([NH:29][C:30](=[O:37])[C:31]2[CH:36]=[CH:35][CH:34]=[CH:33][CH:32]=2)[N:11]=1)(=[O:8])[C:2]1[CH:7]=[CH:6][CH:5]=[CH:4][CH:3]=1. (6) Given the reactants [Cl:1][C:2]1[CH:11]=[CH:10][C:9]([NH:12][C:13](=[O:34])[CH2:14][CH2:15][C:16]2[CH:21]=[CH:20][C:19]([O:22][CH2:23][CH2:24][CH2:25][CH2:26][CH2:27][C:28]3[CH:33]=[CH:32][CH:31]=[CH:30][CH:29]=3)=[CH:18][CH:17]=2)=[CH:8][C:3]=1[C:4]([O:6][CH3:7])=[O:5].[H-].[Na+].[CH3:37]I.[Cl-].[NH4+], predict the reaction product. The product is: [Cl:1][C:2]1[CH:11]=[CH:10][C:9]([N:12]([C:13](=[O:34])[CH2:14][CH2:15][C:16]2[CH:21]=[CH:20][C:19]([O:22][CH2:23][CH2:24][CH2:25][CH2:26][CH2:27][C:28]3[CH:29]=[CH:30][CH:31]=[CH:32][CH:33]=3)=[CH:18][CH:17]=2)[CH3:37])=[CH:8][C:3]=1[C:4]([O:6][CH3:7])=[O:5]. (7) Given the reactants [F:1][C:2]1[C:7]([F:8])=[CH:6][CH:5]=[CH:4][C:3]=1[C:9]1[N:30]=[C:12]2[CH:13]=[N:14][N:15]([CH2:17][C:18]3[O:22][N:21]=[C:20]([C:23]4[CH:28]=[CH:27][C:26](I)=[CH:25][CH:24]=4)[CH:19]=3)[CH:16]=[C:11]2[N:10]=1.C1C[O:34][CH2:33]C1, predict the reaction product. The product is: [F:1][C:2]1[C:7]([F:8])=[CH:6][CH:5]=[CH:4][C:3]=1[C:9]1[N:30]=[C:12]2[CH:13]=[N:14][N:15]([CH2:17][C:18]3[O:22][N:21]=[C:20]([C:23]4[CH:28]=[CH:27][C:26]([CH:33]=[O:34])=[CH:25][CH:24]=4)[CH:19]=3)[CH:16]=[C:11]2[N:10]=1. (8) Given the reactants [CH2:1]1[C@@H:9]([O:10][C:11]([C:13]2[CH:18]=[CH:17][C:16]([C:19]3[CH:24]=[CH:23][CH:22]=[CH:21][CH:20]=3)=[CH:15][CH:14]=2)=[O:12])[C@H:8]([CH2:25]O)[C@H:3]2[CH2:4][C:5]([O:7][C@@H:2]12)=[O:6].[Na+].[Br-].C([O-])(O)=O.[Na+].CC(O)C.[O-]Cl.[Na+].[C:41]1([CH2:47][CH2:48][C:49]([CH2:51]P(OC)(OC)=O)=[O:50])[CH:46]=[CH:45][CH:44]=[CH:43][CH:42]=1.[OH-].[Na+].C(O)(=O)CC(CC(O)=O)(C(O)=O)O, predict the reaction product. The product is: [O:50]=[C:49]([CH2:48][CH2:47][C:41]1[CH:42]=[CH:43][CH:44]=[CH:45][CH:46]=1)/[CH:51]=[CH:25]/[C@@H:8]1[C@@H:3]2[C@@H:2]([O:7][C:5](=[O:6])[CH2:4]2)[CH2:1][C@H:9]1[O:10][C:11](=[O:12])[C:13]1[CH:18]=[CH:17][C:16]([C:19]2[CH:24]=[CH:23][CH:22]=[CH:21][CH:20]=2)=[CH:15][CH:14]=1. (9) The product is: [NH2:1][C:2]1[N:7]([C:8]2[CH:9]=[N:10][CH:11]=[CH:12][CH:13]=2)[C:6](=[S:14])[NH:5][C:4](=[O:15])[C:3]=1[N:16]=[O:17]. Given the reactants [NH2:1][C:2]1[N:7]([C:8]2[CH:9]=[N:10][CH:11]=[CH:12][CH:13]=2)[C:6](=[S:14])[NH:5][C:4](=[O:15])[CH:3]=1.[N:16]([O-])=[O:17].[Na+], predict the reaction product.